Task: Regression/Classification. Given a drug SMILES string, predict its toxicity properties. Task type varies by dataset: regression for continuous values (e.g., LD50, hERG inhibition percentage) or binary classification for toxic/non-toxic outcomes (e.g., AMES mutagenicity, cardiotoxicity, hepatotoxicity). Dataset: herg_karim.. Dataset: hERG potassium channel inhibition data for cardiac toxicity prediction from Karim et al. (1) The molecule is CSc1cc(CCN2CCN(CCc3ccc4c(c3)COC4=O)CC2)ccc1C#N. The result is 1 (blocker). (2) The molecule is COc1cccc([C@H](O)C2CCN(CCc3ccc(F)cc3)CC2)c1OC. The result is 1 (blocker). (3) The compound is COc1ccc2ncc(=O)n(C[C@H](N)[C@H]3CC[C@H](NCc4ccc5c(n4)NC(=O)CO5)CC3)c2c1. The result is 0 (non-blocker). (4) The molecule is CCN(CCCC(=O)NCCO)C(=O)c1ccc2c(c1)c1c(n2C)CC[C@@H](C2CCOCC2)C1. The result is 0 (non-blocker). (5) The drug is CC(C(=O)NCCCN1CCCC1)c1ccc(OS(=O)(=O)C(F)(F)F)cc1. The result is 1 (blocker). (6) The compound is C[S+](=N)([O-])c1ccc(C2=C(c3ccccc3)C(=O)OC2)cc1. The result is 0 (non-blocker). (7) The compound is CNC(=O)c1ccc(C)c(-n2c(C)cc(OCc3ccc(F)cc3F)c(Br)c2=O)c1. The result is 0 (non-blocker). (8) The compound is O=C(C1CC12CCNCC2)N1CCN(C2CCCCC2)CC1. The result is 0 (non-blocker). (9) The compound is C[C@@H](c1cscn1)c1c(CCN(C)C)sc2ccccc12. The result is 1 (blocker). (10) The molecule is CCCCNC(=O)C1c2ccccc2C(=O)N1CC(C)c1ccc(Cl)cc1. The result is 0 (non-blocker).